Dataset: Forward reaction prediction with 1.9M reactions from USPTO patents (1976-2016). Task: Predict the product of the given reaction. (1) Given the reactants [CH3:1][O:2][C:3]1[CH:12]=[CH:11][CH:10]=[C:9]2[C:4]=1[CH:5]=[CH:6][C:7]([C:13]#N)=[CH:8]2.[OH-:15].[K+].Cl.[OH2:18], predict the reaction product. The product is: [CH3:1][O:2][C:3]1[CH:12]=[CH:11][CH:10]=[C:9]2[C:4]=1[CH:5]=[CH:6][C:7]([C:13]([OH:18])=[O:15])=[CH:8]2. (2) Given the reactants Cl[CH:2]([C:14]1[CH:19]=[CH:18][CH:17]=[CH:16][CH:15]=1)[C:3]([C:5]1[C:13]2[C:8](=[CH:9][CH:10]=[CH:11][CH:12]=2)[NH:7][CH:6]=1)=[O:4].[CH2:20]([O:22][C:23]1[CH:24]=[C:25]([CH:27]=[CH:28][CH:29]=1)[NH2:26])[CH3:21].CCN(C(C)C)C(C)C, predict the reaction product. The product is: [CH2:20]([O:22][C:23]1[CH:24]=[C:25]([NH:26][CH:2]([C:14]2[CH:19]=[CH:18][CH:17]=[CH:16][CH:15]=2)[C:3]([C:5]2[C:13]3[C:8](=[CH:9][CH:10]=[CH:11][CH:12]=3)[NH:7][CH:6]=2)=[O:4])[CH:27]=[CH:28][CH:29]=1)[CH3:21]. (3) Given the reactants C(=O)(O)[O-].[K+].[NH2:6]OS(O)(=O)=O.[CH3:12][O:13][C:14]1[N:15]=[N:16][CH:17]=[CH:18][CH:19]=1.[CH3:20][O:21][C:22]1[CH:23]=[C:24]([C:32](=[O:35])[C:33]#[CH:34])[CH:25]=[C:26]([O:30][CH3:31])[C:27]=1[O:28][CH3:29].[OH-].[K+], predict the reaction product. The product is: [CH3:12][O:13][C:14]1[CH:19]=[CH:18][C:17]2[N:16]([N:6]=[CH:34][C:33]=2[C:32]([C:24]2[CH:25]=[C:26]([O:30][CH3:31])[C:27]([O:28][CH3:29])=[C:22]([O:21][CH3:20])[CH:23]=2)=[O:35])[N:15]=1. (4) Given the reactants O.[NH2:2][NH2:3].[Cl:4][C:5]1[CH:6]=[C:7]([CH:25]=[CH:26][C:27]=1[Cl:28])[CH2:8][C:9]1[C:14](=[O:15])[NH:13][C:12]([CH2:16][C:17]([O:19]C)=O)=[N:11][C:10]=1[C:21]([F:24])([F:23])[F:22], predict the reaction product. The product is: [Cl:4][C:5]1[CH:6]=[C:7]([CH:25]=[CH:26][C:27]=1[Cl:28])[CH2:8][C:9]1[C:14](=[O:15])[NH:13][C:12]([CH2:16][C:17]([NH:2][NH2:3])=[O:19])=[N:11][C:10]=1[C:21]([F:24])([F:23])[F:22].